Binary Classification. Given a miRNA mature sequence and a target amino acid sequence, predict their likelihood of interaction. From a dataset of Experimentally validated miRNA-target interactions with 360,000+ pairs, plus equal number of negative samples. (1) The miRNA is hsa-miR-101-3p with sequence UACAGUACUGUGAUAACUGAA. The protein sequence of the target gene is MQRLMMLLATSGACLGLLAVAAVAAAGANPAQRDTHSLLPTHRRQKRDWIWNQMHIDEEKNTSLPHHVGKIKSSVSRKNAKYLLKGEYVGKVFRVDAETGDVFAIERLDRENISEYHLTAVIVDKDTGENLETPSSFTIKVHDVNDNWPVFTHRLFNASVPESSAVGTSVISVTAVDADDPTVGDHASVMYQILKGKEYFAIDNSGRIITITKSLDREKQARYEIVVEARDAQGLRGDSGTATVLVTLQDINDNFPFFTQTKYTFVVPEDTRVGTSVGSLFVEDPDEPQNRMTKYSILRG.... Result: 1 (interaction). (2) The protein sequence of the target gene is MGLLQGLLRVRKLLLVVCVPLLLLPLPVLHPSSEASCAYVLIVTAVYWVSEAVPLGAAALVPAFLYPFFGVLRSNEVAAEYFKNTTLLLVGVICVAAAVEKWNLHKRIALRMVLMAGAKPGMLLLCFMCCTTLLSMWLSNTSTTAMVMPIVEAVLQELVSAEDEQLVAGNSNTEEAEPISLDVKNSQPSLELIFVNEESNADLTTLMHNENLNGVPSITNPIKTANQHQGKKQHPSQEKPQVLTPSPRKQKLNRKYRSHHDQMICKCLSLSISYSATIGGLTTIIGTSTSLIFLEHFNNQ.... The miRNA is hsa-miR-510-5p with sequence UACUCAGGAGAGUGGCAAUCAC. Result: 0 (no interaction). (3) Result: 0 (no interaction). The protein sequence of the target gene is MKLQAVMETLIQRQQRARQELEARQAPPPPPPEPTGVRARTTMTDEDREPENARMHRTQMAALAAMRAAAAGLGHPSSPGGSEDGPPISGDEDTAREGTLSSPALHGSVLEGAGHAEGDRHLMDVGSDDDDTKSKWEEQELEELGEEEEEEEEEDDFEEEEEEEEGLGPPESASLGTAGLFTRKAPPAQAFRGDGGPRMLSGPERLGPGPAHPSHMASQMPPPDHGDWTFEEQFKQLYELDADPKRKEFLDDLFSFMQKRGTPVNRIPIMAKQVLDLFMLYVLVTEKGGLVEVINKKLWR.... The miRNA is hsa-miR-4730 with sequence CUGGCGGAGCCCAUUCCAUGCCA. (4) The protein sequence of the target gene is MDKLKKVLSGQDTEDRSGLSEVVEASSLSWGTRIKGFIACFALGILCSVLGTLLLWVPRKGLGLFAVFYTLGNIMSIGSTVFLMGPLKQLKRMFEPTRLIATILVLLCFALTLCSAFLWNKGLALIFCILQSLALTWYSLSYIPYARDAVKKCFAVCLA. Result: 0 (no interaction). The miRNA is hsa-miR-7851-3p with sequence UACCUGGGAGACUGAGGUUGGA. (5) Result: 1 (interaction). The protein sequence of the target gene is MGLPTLEFSDSYLDSPDFRERLQCHEIELERTNKFIKELIKDGSLLIGALRNLSMAVQKFSQSLQDFQFECIGDAETDDEISIAQSLKEFARLLIAVEEERRRLIQNANDVLIAPLEKFRKEQIGAAKDGKKKFDKESEKYYSILEKHLNLSAKKKESHLQEADTQIDREHQNFYEASLEYVFKIQEVQEKKKFEFVEPLLSFLQGLFTFYHEGYELAQEFAPYKQQLQFNLQNTRNNFESTRQEVERLMQRMKSANQDYRPPSQWTMEGYLYVQEKRPLGFTWIKHYCTYDKGSKTFTM.... The miRNA is hsa-miR-93-3p with sequence ACUGCUGAGCUAGCACUUCCCG.